Dataset: NCI-60 drug combinations with 297,098 pairs across 59 cell lines. Task: Regression. Given two drug SMILES strings and cell line genomic features, predict the synergy score measuring deviation from expected non-interaction effect. (1) Drug 1: CC1=C(C=C(C=C1)NC2=NC=CC(=N2)N(C)C3=CC4=NN(C(=C4C=C3)C)C)S(=O)(=O)N.Cl. Drug 2: CC(C)(C#N)C1=CC(=CC(=C1)CN2C=NC=N2)C(C)(C)C#N. Cell line: OVCAR-5. Synergy scores: CSS=-3.47, Synergy_ZIP=1.80, Synergy_Bliss=-0.374, Synergy_Loewe=-3.10, Synergy_HSA=-2.42. (2) Drug 1: C1=CC(=C2C(=C1NCCNCCO)C(=O)C3=C(C=CC(=C3C2=O)O)O)NCCNCCO. Drug 2: CC1=C(C=C(C=C1)C(=O)NC2=CC(=CC(=C2)C(F)(F)F)N3C=C(N=C3)C)NC4=NC=CC(=N4)C5=CN=CC=C5. Cell line: SK-MEL-28. Synergy scores: CSS=37.1, Synergy_ZIP=-4.43, Synergy_Bliss=1.36, Synergy_Loewe=-20.8, Synergy_HSA=-1.55. (3) Drug 1: CC1=C(C(=CC=C1)Cl)NC(=O)C2=CN=C(S2)NC3=CC(=NC(=N3)C)N4CCN(CC4)CCO. Drug 2: CC1=C(C(=O)C2=C(C1=O)N3CC4C(C3(C2COC(=O)N)OC)N4)N. Cell line: ACHN. Synergy scores: CSS=55.1, Synergy_ZIP=-4.10, Synergy_Bliss=-1.84, Synergy_Loewe=-4.56, Synergy_HSA=-0.247. (4) Drug 1: C1=NC2=C(N=C(N=C2N1C3C(C(C(O3)CO)O)F)Cl)N. Drug 2: CC1=C(N=C(N=C1N)C(CC(=O)N)NCC(C(=O)N)N)C(=O)NC(C(C2=CN=CN2)OC3C(C(C(C(O3)CO)O)O)OC4C(C(C(C(O4)CO)O)OC(=O)N)O)C(=O)NC(C)C(C(C)C(=O)NC(C(C)O)C(=O)NCCC5=NC(=CS5)C6=NC(=CS6)C(=O)NCCC[S+](C)C)O. Cell line: OVCAR-8. Synergy scores: CSS=55.3, Synergy_ZIP=-9.08, Synergy_Bliss=-5.96, Synergy_Loewe=-3.83, Synergy_HSA=-0.614.